Task: Regression/Classification. Given a drug SMILES string, predict its absorption, distribution, metabolism, or excretion properties. Task type varies by dataset: regression for continuous measurements (e.g., permeability, clearance, half-life) or binary classification for categorical outcomes (e.g., BBB penetration, CYP inhibition). Dataset: hlm.. Dataset: Human liver microsome stability data (1) The drug is Cc1cc(NC(=O)N2CC[C@@H](C)[C@@H](N(C)c3ncnc4[nH]ccc34)C2)sn1. The result is 0 (unstable in human liver microsomes). (2) The molecule is CN1CCN(C(c2ccccc2)c2ccc(Cl)cc2)CC1. The result is 0 (unstable in human liver microsomes). (3) The molecule is O=C1COCCN1c1ccc(C2CC(c3ccc([N+](=O)[O-])o3)=NO2)cn1. The result is 0 (unstable in human liver microsomes). (4) The compound is O=C(N[C@@H]1CCCc2c1cnn2-c1ccccc1F)c1ccccn1. The result is 0 (unstable in human liver microsomes). (5) The drug is COc1cc(NC(C(=O)c2c[nH]c3ccc(CCCO)cc23)c2ccccc2)cc(OC)c1. The result is 0 (unstable in human liver microsomes). (6) The compound is Cc1cnc(NCC(c2ccccc2)c2ccccc2)c(=O)n1CC(=O)NCCON=C(N)N. The result is 1 (stable in human liver microsomes).